From a dataset of Reaction yield outcomes from USPTO patents with 853,638 reactions. Predict the reaction yield, written as a fraction of the theoretical maximum amount of product (1.0 means a 100% yield; for example, 0.34 means a 34% yield). (1) The reactants are [CH2:1]([O:3][C:4](=[O:24])[C:5]1[CH:10]=[CH:9][CH:8]=[C:7]([N:11]2[C:15]([CH3:16])=[CH:14][CH:13]=[C:12]2[C:17]2[CH:22]=[CH:21][CH:20]=[CH:19][C:18]=2[OH:23])[CH:6]=1)[CH3:2].C([O-])([O-])=O.[K+].[K+].[Cl:31][C:32]1[CH:39]=[CH:38][C:35]([CH2:36]Br)=[CH:34][CH:33]=1. The catalyst is CN(C=O)C. The product is [CH2:1]([O:3][C:4](=[O:24])[C:5]1[CH:10]=[CH:9][CH:8]=[C:7]([N:11]2[C:15]([CH3:16])=[CH:14][CH:13]=[C:12]2[C:17]2[CH:22]=[CH:21][CH:20]=[CH:19][C:18]=2[O:23][CH2:36][C:35]2[CH:38]=[CH:39][C:32]([Cl:31])=[CH:33][CH:34]=2)[CH:6]=1)[CH3:2]. The yield is 0.640. (2) The reactants are [Cl-].O[NH3+:3].[C:4](=[O:7])([O-])[OH:5].[Na+].CS(C)=O.[CH3:13][O:14][C:15]1[CH:50]=[C:49]([O:51][CH3:52])[CH:48]=[CH:47][C:16]=1[CH2:17][N:18]1[C:23](=[O:24])[C:22]([CH2:25][C:26]2[CH:31]=[CH:30][C:29]([C:32]3[C:33]([C:38]#[N:39])=[CH:34][CH:35]=[CH:36][CH:37]=3)=[CH:28][C:27]=2[F:40])=[C:21]([CH2:41][CH2:42][CH3:43])[N:20]2[N:44]=[CH:45][N:46]=[C:19]12. The catalyst is C(OCC)(=O)C. The product is [CH3:13][O:14][C:15]1[CH:50]=[C:49]([O:51][CH3:52])[CH:48]=[CH:47][C:16]=1[CH2:17][N:18]1[C:23](=[O:24])[C:22]([CH2:25][C:26]2[CH:31]=[CH:30][C:29]([C:32]3[CH:37]=[CH:36][CH:35]=[CH:34][C:33]=3[C:38]3[NH:3][C:4](=[O:7])[O:5][N:39]=3)=[CH:28][C:27]=2[F:40])=[C:21]([CH2:41][CH2:42][CH3:43])[N:20]2[N:44]=[CH:45][N:46]=[C:19]12. The yield is 0.450. (3) The reactants are [F:1][C:2]1[CH:3]=[CH:4][C:5]2[S:11][CH2:10][CH2:9][C:8](=O)[NH:7][C:6]=2[CH:13]=1.COCCO[AlH2-]OCCOC.[Na+].[OH-].[Na+]. The catalyst is C1(C)C=CC=CC=1. The product is [F:1][C:2]1[CH:3]=[CH:4][C:5]2[S:11][CH2:10][CH2:9][CH2:8][NH:7][C:6]=2[CH:13]=1. The yield is 0.930. (4) The reactants are [F:1][C:2]([F:13])([F:12])[C:3]1[CH:4]=[C:5]([N:9]=[C:10]=[O:11])[CH:6]=[CH:7][CH:8]=1.[C:14]1([CH:20]([C:37]2[CH:42]=[CH:41][CH:40]=[CH:39][CH:38]=2)[CH2:21][CH2:22][NH:23][CH:24]2[CH2:29][CH2:28][N:27]([C:30]([O:32][C:33]([CH3:36])([CH3:35])[CH3:34])=[O:31])[CH2:26][CH2:25]2)[CH:19]=[CH:18][CH:17]=[CH:16][CH:15]=1. The catalyst is ClCCl. The product is [C:33]([O:32][C:30]([N:27]1[CH2:26][CH2:25][CH:24]([N:23]([CH2:22][CH2:21][CH:20]([C:14]2[CH:15]=[CH:16][CH:17]=[CH:18][CH:19]=2)[C:37]2[CH:42]=[CH:41][CH:40]=[CH:39][CH:38]=2)[C:10]([NH:9][C:5]2[CH:6]=[CH:7][CH:8]=[C:3]([C:2]([F:12])([F:13])[F:1])[CH:4]=2)=[O:11])[CH2:29][CH2:28]1)=[O:31])([CH3:36])([CH3:34])[CH3:35]. The yield is 0.870.